Dataset: Forward reaction prediction with 1.9M reactions from USPTO patents (1976-2016). Task: Predict the product of the given reaction. Given the reactants [C:1]([O:4][C@@H:5]1[C@@H:19]([O:20][C:21](=[O:23])[CH3:22])[C@H:18]([O:24][C:25](=[O:27])[CH3:26])[CH2:17][S:16][C@H:6]1[O:7][C:8]1[CH:13]=[CH:12][C:11](Br)=[CH:10][C:9]=1[F:15])(=[O:3])[CH3:2].[N:28]1[CH:33]=[CH:32][CH:31]=[C:30](B(O)O)[CH:29]=1, predict the reaction product. The product is: [C:1]([O:4][C@@H:5]1[C@@H:19]([O:20][C:21](=[O:23])[CH3:22])[C@H:18]([O:24][C:25](=[O:27])[CH3:26])[CH2:17][S:16][C@H:6]1[O:7][C:8]1[CH:13]=[CH:12][C:11]([C:30]2[CH:29]=[N:28][CH:33]=[CH:32][CH:31]=2)=[CH:10][C:9]=1[F:15])(=[O:3])[CH3:2].